This data is from Full USPTO retrosynthesis dataset with 1.9M reactions from patents (1976-2016). The task is: Predict the reactants needed to synthesize the given product. Given the product [Cl:1][C:2]1[CH:3]=[C:4]([NH:9][C:10]2[C:11]3[C:12](=[CH:13][N:14]=[C:15]([O:17][CH3:18])[CH:16]=3)[O:19][C:24]=2[NH2:25])[CH:5]=[CH:6][C:7]=1[F:8], predict the reactants needed to synthesize it. The reactants are: [Cl:1][C:2]1[CH:3]=[C:4]([N:9]=[CH:10][C:11]2[CH:16]=[C:15]([O:17][CH3:18])[N:14]=[CH:13][C:12]=2[OH:19])[CH:5]=[CH:6][C:7]=1[F:8].[Si]([C:24]#[N:25])(C)(C)C.